This data is from M1 muscarinic receptor antagonist screen with 61,756 compounds. The task is: Binary Classification. Given a drug SMILES string, predict its activity (active/inactive) in a high-throughput screening assay against a specified biological target. (1) The molecule is O1NC(O)(CC1c1ccc(OC)cc1)C(O)(C)C. The result is 0 (inactive). (2) The drug is Clc1c(C(=O)NCc2oc(SCC(=O)Nc3cc4OCCOc4cc3)nn2)c(F)ccc1. The result is 0 (inactive).